From a dataset of Full USPTO retrosynthesis dataset with 1.9M reactions from patents (1976-2016). Predict the reactants needed to synthesize the given product. Given the product [CH2:1]([O:3][C:4](=[O:22])[C:5]([CH3:21])([O:14][C:15]1[CH:20]=[CH:19][CH:18]=[CH:17][CH:16]=1)[CH2:6][C:7]1[CH:12]=[CH:11][CH:10]=[C:9]([O:13][CH2:30][CH2:29][CH:28]2[CH2:27][N:26]([CH2:42][C:43]3[CH:48]=[CH:47][C:46]([C:49]([F:51])([F:52])[F:50])=[CH:45][CH:44]=3)[C:25](=[O:53])[N:24]2[CH3:23])[CH:8]=1)[CH3:2], predict the reactants needed to synthesize it. The reactants are: [CH2:1]([O:3][C:4](=[O:22])[C:5]([CH3:21])([O:14][C:15]1[CH:20]=[CH:19][CH:18]=[CH:17][CH:16]=1)[CH2:6][C:7]1[CH:12]=[CH:11][CH:10]=[C:9]([OH:13])[CH:8]=1)[CH3:2].[CH3:23][N:24]1[CH:28]([CH2:29][CH2:30]OS(C2C=CC(C)=CC=2)(=O)=O)[CH2:27][N:26]([CH2:42][C:43]2[CH:48]=[CH:47][C:46]([C:49]([F:52])([F:51])[F:50])=[CH:45][CH:44]=2)[C:25]1=[O:53].C([O-])([O-])=O.[Cs+].[Cs+].